From a dataset of Forward reaction prediction with 1.9M reactions from USPTO patents (1976-2016). Predict the product of the given reaction. (1) The product is: [CH2:1]([N:4]1[C:12]2[CH:11]=[CH:10][C:9]([C:13]([N:15]3[CH2:20][CH2:19][CH:18]([CH3:21])[CH2:17][CH2:16]3)=[O:14])=[CH:8][C:7]=2[C:6]2[CH2:22][N:23]([S:36]([CH:33]3[CH2:35][CH2:34]3)(=[O:38])=[O:37])[CH2:24][CH2:25][C:5]1=2)[CH:2]=[CH2:3]. Given the reactants [CH2:1]([N:4]1[C:12]2[CH:11]=[CH:10][C:9]([C:13]([N:15]3[CH2:20][CH2:19][CH:18]([CH3:21])[CH2:17][CH2:16]3)=[O:14])=[CH:8][C:7]=2[C:6]2[CH2:22][NH:23][CH2:24][CH2:25][C:5]1=2)[CH:2]=[CH2:3].C(N(CC)CC)C.[CH:33]1([S:36](Cl)(=[O:38])=[O:37])[CH2:35][CH2:34]1, predict the reaction product. (2) Given the reactants [CH2:1]1[C:9]2[C:4](=[CH:5][CH:6]=[CH:7][CH:8]=2)[CH2:3][CH:2]1[O:10][C:11]1[CH:16]=[CH:15][C:14](/[CH:17]=[CH:18]/[C:19]([O:21][CH3:22])=[O:20])=[CH:13][CH:12]=1.O1CCCC1, predict the reaction product. The product is: [CH2:3]1[C:4]2[C:9](=[CH:8][CH:7]=[CH:6][CH:5]=2)[CH2:1][CH:2]1[O:10][C:11]1[CH:16]=[CH:15][C:14]([CH2:17][CH2:18][C:19]([O:21][CH3:22])=[O:20])=[CH:13][CH:12]=1. (3) Given the reactants [CH2:1]([O:5][C:6]1[CH:11]=[CH:10][C:9]([S:12]([NH:15][C@H:16]([C:24]([OH:26])=[O:25])[C:17]([S:20][CH2:21][CH2:22][OH:23])([CH3:19])[CH3:18])(=[O:14])=[O:13])=[CH:8][CH:7]=1)[C:2]#[C:3][CH3:4].C(=O)([O-])[O-].[K+].[K+].Br[C:34]([CH3:37])([CH3:36])[CH3:35], predict the reaction product. The product is: [CH2:1]([O:5][C:6]1[CH:7]=[CH:8][C:9]([S:12]([NH:15][CH:16]([C:17]([S:20][CH2:21][CH2:22][OH:23])([CH3:19])[CH3:18])[C:24]([O:26][C:34]([CH3:37])([CH3:36])[CH3:35])=[O:25])(=[O:13])=[O:14])=[CH:10][CH:11]=1)[C:2]#[C:3][CH3:4]. (4) Given the reactants [CH2:1]([O:3][C:4](=[O:37])[CH2:5][CH:6]([N:13]1[C:21]2[C:16](=[CH:17][C:18]([O:22][CH2:23][CH2:24][O:25][N:26]3C(=O)C4C(=CC=CC=4)C3=O)=[CH:19][CH:20]=2)[CH:15]=[CH:14]1)[C:7]1[CH:12]=[CH:11][CH:10]=[CH:9][CH:8]=1)[CH3:2].CNC, predict the reaction product. The product is: [CH2:1]([O:3][C:4](=[O:37])[CH2:5][CH:6]([N:13]1[C:21]2[C:16](=[CH:17][C:18]([O:22][CH2:23][CH2:24][O:25][NH2:26])=[CH:19][CH:20]=2)[CH:15]=[CH:14]1)[C:7]1[CH:12]=[CH:11][CH:10]=[CH:9][CH:8]=1)[CH3:2]. (5) Given the reactants [BH4-].[Na+].FC(F)(F)C(O)=O.[O:10]1[CH:14]=[CH:13][C:12]([CH:15](O)[C:16]2[CH:17]=[N:18][N:19]3[C:24]([N:25]([CH3:32])[C:26]4[CH:31]=[CH:30][CH:29]=[CH:28][CH:27]=4)=[N:23][C:22]([CH2:33][CH2:34][CH3:35])=[N:21][C:20]=23)=[CH:11]1.[OH-].[Na+], predict the reaction product. The product is: [O:10]1[CH:14]=[CH:13][C:12]([CH2:15][C:16]2[CH:17]=[N:18][N:19]3[C:24]([N:25]([CH3:32])[C:26]4[CH:27]=[CH:28][CH:29]=[CH:30][CH:31]=4)=[N:23][C:22]([CH2:33][CH2:34][CH3:35])=[N:21][C:20]=23)=[CH:11]1. (6) The product is: [CH3:11][S:12]([O:10][CH2:9][CH2:8][C:5]1[CH:6]=[CH:7][C:2]([I:1])=[CH:3][CH:4]=1)(=[O:14])=[O:13]. Given the reactants [I:1][C:2]1[CH:7]=[CH:6][C:5]([CH2:8][CH2:9][OH:10])=[CH:4][CH:3]=1.[CH3:11][S:12](Cl)(=[O:14])=[O:13], predict the reaction product.